Dataset: Full USPTO retrosynthesis dataset with 1.9M reactions from patents (1976-2016). Task: Predict the reactants needed to synthesize the given product. (1) Given the product [CH3:25][N:26]([CH3:36])[C:27]1[N:32]=[CH:31][C:30]([C:2]2[CH:7]=[N:6][C:5]([C:8]([NH:10][CH2:11][C:12]3[CH:13]=[CH:14][C:15]([C:18]4[CH:23]=[CH:22][N:21]=[C:20]([F:24])[CH:19]=4)=[N:16][CH:17]=3)=[O:9])=[CH:4][CH:3]=2)=[CH:29][CH:28]=1, predict the reactants needed to synthesize it. The reactants are: Br[C:2]1[CH:3]=[CH:4][C:5]([C:8]([NH:10][CH2:11][C:12]2[CH:13]=[CH:14][C:15]([C:18]3[CH:23]=[CH:22][N:21]=[C:20]([F:24])[CH:19]=3)=[N:16][CH:17]=2)=[O:9])=[N:6][CH:7]=1.[CH3:25][N:26]([CH3:36])[C:27]1[N:32]=[CH:31][C:30](B(O)O)=[CH:29][CH:28]=1.C1(C)C=CC=CC=1.C([O-])([O-])=O.[Na+].[Na+]. (2) Given the product [Br:1][C:2]1[CH:7]=[C:6]([C:8]([Cl:44])([C:13]([F:16])([F:15])[F:14])[C:9]([F:12])([F:11])[F:10])[CH:5]=[C:4]([S:18][C:19]([F:22])([F:21])[F:20])[C:3]=1[NH:23][C:24](=[O:41])[C:25]1[CH:30]=[CH:29][CH:28]=[C:27]([NH:31][C:32](=[O:40])[C:33]2[CH:38]=[CH:37][CH:36]=[CH:35][C:34]=2[F:39])[CH:26]=1, predict the reactants needed to synthesize it. The reactants are: [Br:1][C:2]1[CH:7]=[C:6]([C:8](O)([C:13]([F:16])([F:15])[F:14])[C:9]([F:12])([F:11])[F:10])[CH:5]=[C:4]([S:18][C:19]([F:22])([F:21])[F:20])[C:3]=1[NH:23][C:24](=[O:41])[C:25]1[CH:30]=[CH:29][CH:28]=[C:27]([NH:31][C:32](=[O:40])[C:33]2[CH:38]=[CH:37][CH:36]=[CH:35][C:34]=2[F:39])[CH:26]=1.S(Cl)([Cl:44])=O.